This data is from Merck oncology drug combination screen with 23,052 pairs across 39 cell lines. The task is: Regression. Given two drug SMILES strings and cell line genomic features, predict the synergy score measuring deviation from expected non-interaction effect. (1) Drug 1: COC12C(COC(N)=O)C3=C(C(=O)C(C)=C(N)C3=O)N1CC1NC12. Drug 2: CCc1cnn2c(NCc3ccc[n+]([O-])c3)cc(N3CCCCC3CCO)nc12. Cell line: A2058. Synergy scores: synergy=0.248. (2) Drug 1: NC1(c2ccc(-c3nc4ccn5c(=O)[nH]nc5c4cc3-c3ccccc3)cc2)CCC1. Drug 2: CCc1cnn2c(NCc3ccc[n+]([O-])c3)cc(N3CCCCC3CCO)nc12. Cell line: KPL1. Synergy scores: synergy=20.0.